From a dataset of Catalyst prediction with 721,799 reactions and 888 catalyst types from USPTO. Predict which catalyst facilitates the given reaction. Reactant: [C:1]([NH:4][C@@H:5]([CH2:10][S:11][CH2:12][C:13]([N:15]1[CH2:18][C:17]([N+:22]([O-:24])=[O:23])([N+:19]([O-:21])=[O:20])[CH2:16]1)=[O:14])[C:6]([O:8]C)=[O:7])(=[O:3])[CH3:2].[Li+].[OH-].Cl. Product: [C:1]([NH:4][C@@H:5]([CH2:10][S:11][CH2:12][C:13]([N:15]1[CH2:18][C:17]([N+:22]([O-:24])=[O:23])([N+:19]([O-:21])=[O:20])[CH2:16]1)=[O:14])[C:6]([OH:8])=[O:7])(=[O:3])[CH3:2]. The catalyst class is: 24.